Dataset: Reaction yield outcomes from USPTO patents with 853,638 reactions. Task: Predict the reaction yield, written as a fraction of the theoretical maximum amount of product (1.0 means a 100% yield; for example, 0.34 means a 34% yield). (1) The reactants are CCN(C(C)C)C(C)C.[C:10]1([N:16]2[CH:20]=[C:19]([C:21]([NH:23][CH2:24][C:25]([OH:27])=O)=[O:22])[N:18]=[CH:17]2)[CH:15]=[CH:14][CH:13]=[CH:12][CH:11]=1.C1(N2C=C(C(O)=O)N=C2)C=CC=CC=1.C1C=CC2N(O)N=NC=2C=1.CCN=C=NCCCN(C)C.Cl.[CH3:64][C:65]1[CH:72]=[CH:71][C:68]([C:69]#[N:70])=[CH:67][C:66]=1[O:73][CH:74]1[CH2:79][CH2:78][NH:77][CH2:76][CH2:75]1.Cl.ClC1C=CC=CC=1OC1CCNCC1. The catalyst is CN(C=O)C.O. The product is [C:69]([C:68]1[CH:71]=[CH:72][C:65]([CH3:64])=[C:66]([CH:67]=1)[O:73][CH:74]1[CH2:75][CH2:76][N:77]([C:25](=[O:27])[CH2:24][NH:23][C:21]([C:19]2[N:18]=[CH:17][N:16]([C:10]3[CH:11]=[CH:12][CH:13]=[CH:14][CH:15]=3)[CH:20]=2)=[O:22])[CH2:78][CH2:79]1)#[N:70]. The yield is 0.827. (2) The reactants are [CH3:1][C:2]1[CH:7]=[CH:6][C:5]([C:8]2[C:9]([C:13]([F:16])([F:15])[F:14])=[N:10][NH:11][CH:12]=2)=[CH:4][C:3]=1[CH:17]([S:22][CH:23]([C:28]1[CH:33]=[C:32]([C:34]2[C:35]([C:39]([F:42])([F:41])[F:40])=[N:36][NH:37][CH:38]=2)[CH:31]=[CH:30][C:29]=1[CH3:43])[C:24]([F:27])([F:26])[F:25])[C:18]([F:21])([F:20])[F:19].ClC1C=CC=C(C(OO)=[O:52])C=1.S([O-])([O-])=O.[Na+].[Na+]. The catalyst is C(Cl)(Cl)Cl. The product is [CH3:1][C:2]1[CH:7]=[CH:6][C:5]([C:8]2[C:9]([C:13]([F:16])([F:15])[F:14])=[N:10][NH:11][CH:12]=2)=[CH:4][C:3]=1[CH:17]([S:22]([CH:23]([C:28]1[CH:33]=[C:32]([C:34]2[C:35]([C:39]([F:42])([F:40])[F:41])=[N:36][NH:37][CH:38]=2)[CH:31]=[CH:30][C:29]=1[CH3:43])[C:24]([F:25])([F:26])[F:27])=[O:52])[C:18]([F:19])([F:20])[F:21]. The yield is 0.371.